This data is from Full USPTO retrosynthesis dataset with 1.9M reactions from patents (1976-2016). The task is: Predict the reactants needed to synthesize the given product. (1) Given the product [CH3:1][S:2][C:3]1[CH:4]=[C:5]([NH:6][C:11]#[N:10])[CH:7]=[CH:8][CH:9]=1, predict the reactants needed to synthesize it. The reactants are: [CH3:1][S:2][C:3]1[CH:4]=[C:5]([CH:7]=[CH:8][CH:9]=1)[NH2:6].[N:10]#[C:11]Br. (2) Given the product [N:8]1([CH2:13][C:14]2[CH:19]=[CH:18][C:17]([C:20]3[CH:24]=[C:23]([CH2:25][CH:26]([CH3:27])[CH3:28])[S:22][C:21]=3[C:29]([NH2:31])=[O:30])=[CH:16][CH:15]=2)[CH:12]=[CH:11][N:10]=[CH:9]1, predict the reactants needed to synthesize it. The reactants are: FC(F)(F)C(O)=O.[N:8]1([CH2:13][C:14]2[CH:19]=[CH:18][C:17]([C:20]3[CH:24]=[C:23]([CH2:25][CH:26]([CH3:28])[CH3:27])[S:22][C:21]=3[C:29]([NH:31]C(C)(C)C)=[O:30])=[CH:16][CH:15]=2)[CH:12]=[CH:11][N:10]=[CH:9]1.